Dataset: Forward reaction prediction with 1.9M reactions from USPTO patents (1976-2016). Task: Predict the product of the given reaction. (1) Given the reactants [F:1][C:2]([F:25])([C:18]1[CH:23]=[CH:22][C:21]([F:24])=[CH:20][N:19]=1)[C:3]1[N:12]=[C:11](O)[C:10]2[C:5](=[CH:6][C:7]([S:14]([CH3:17])(=[O:16])=[O:15])=[CH:8][CH:9]=2)[N:4]=1.P(Br)(Br)(Br)=O.CCN(C(C)C)C(C)C.[CH3:40][C:41]1[NH:45][N:44]=[C:43]([NH2:46])[CH:42]=1, predict the reaction product. The product is: [F:1][C:2]([F:25])([C:18]1[CH:23]=[CH:22][C:21]([F:24])=[CH:20][N:19]=1)[C:3]1[N:12]=[C:11]([NH:46][C:43]2[CH:42]=[C:41]([CH3:40])[NH:45][N:44]=2)[C:10]2[C:5](=[CH:6][C:7]([S:14]([CH3:17])(=[O:16])=[O:15])=[CH:8][CH:9]=2)[N:4]=1. (2) Given the reactants [NH2:1][C:2]1[N:7]([C:8]2[CH:13]=[CH:12][C:11]([Cl:14])=[CH:10][CH:9]=2)[C:6](SC)=[N:5][C:4](=[O:17])[CH:3]=1.[NH2:18][C:19]1[CH:24]=[CH:23][CH:22]=[CH:21][CH:20]=1.[K+].[Br-], predict the reaction product. The product is: [NH2:1][C:2]1[N:7]([C:8]2[CH:13]=[CH:12][C:11]([Cl:14])=[CH:10][CH:9]=2)[C:6]([NH:18][C:19]2[CH:24]=[CH:23][CH:22]=[CH:21][CH:20]=2)=[N:5][C:4](=[O:17])[CH:3]=1.